From a dataset of Catalyst prediction with 721,799 reactions and 888 catalyst types from USPTO. Predict which catalyst facilitates the given reaction. Reactant: Cl[C:2]1[C:3]2[C:10]3[CH:11]=[CH:12][N:13]=[CH:14][C:9]=3[NH:8][C:4]=2[N:5]=[CH:6][N:7]=1.[NH:15]1[CH2:20][CH2:19][O:18][CH2:17][CH2:16]1.C(N(CC)CC)C. Product: [N:15]1([C:2]2[C:3]3[C:10]4[CH:11]=[CH:12][N:13]=[CH:14][C:9]=4[NH:8][C:4]=3[N:5]=[CH:6][N:7]=2)[CH2:20][CH2:19][O:18][CH2:17][CH2:16]1. The catalyst class is: 37.